This data is from Peptide-MHC class I binding affinity with 185,985 pairs from IEDB/IMGT. The task is: Regression. Given a peptide amino acid sequence and an MHC pseudo amino acid sequence, predict their binding affinity value. This is MHC class I binding data. (1) The peptide sequence is SVANIDRIK. The MHC is HLA-A02:11 with pseudo-sequence HLA-A02:11. The binding affinity (normalized) is 0.0847. (2) The peptide sequence is ETALAIIRR. The MHC is HLA-B48:01 with pseudo-sequence HLA-B48:01. The binding affinity (normalized) is 0.0847. (3) The peptide sequence is MVIENGILKK. The MHC is HLA-A68:01 with pseudo-sequence HLA-A68:01. The binding affinity (normalized) is 0.750.